Dataset: Reaction yield outcomes from USPTO patents with 853,638 reactions. Task: Predict the reaction yield, written as a fraction of the theoretical maximum amount of product (1.0 means a 100% yield; for example, 0.34 means a 34% yield). (1) The catalyst is C(Cl)Cl. The reactants are [Cl:1][C:2]1[CH:3]=[CH:4][C:5]([S:21][CH2:22][C:23]2[CH:28]=[CH:27][CH:26]=[C:25]([NH:29][S:30]([CH3:33])(=[O:32])=[O:31])[CH:24]=2)=[C:6]([NH:8][S:9]([C:12]2[O:13][C:14]3[CH:20]=[CH:19][CH:18]=[CH:17][C:15]=3[CH:16]=2)(=[O:11])=[O:10])[CH:7]=1.C1C=C(Cl)C=C(C(OO)=[O:42])C=1. The product is [Cl:1][C:2]1[CH:3]=[CH:4][C:5]([S:21]([CH2:22][C:23]2[CH:28]=[CH:27][CH:26]=[C:25]([NH:29][S:30]([CH3:33])(=[O:32])=[O:31])[CH:24]=2)=[O:42])=[C:6]([NH:8][S:9]([C:12]2[O:13][C:14]3[CH:20]=[CH:19][CH:18]=[CH:17][C:15]=3[CH:16]=2)(=[O:11])=[O:10])[CH:7]=1. The yield is 0.610. (2) The reactants are [F:1][C:2]1[CH:7]=[CH:6][C:5]([C:8]2[N:12]=[N:11][N:10]([CH3:13])[C:9]=2[CH2:14][O:15][C:16]2[N:21]=[N:20][C:19]([C:22](O)=[O:23])=[CH:18][CH:17]=2)=[CH:4][CH:3]=1.[CH:25]([NH2:28])([CH3:27])[CH3:26]. No catalyst specified. The product is [CH:25]([NH:28][C:22]([C:19]1[N:20]=[N:21][C:16]([O:15][CH2:14][C:9]2[N:10]([CH3:13])[N:11]=[N:12][C:8]=2[C:5]2[CH:4]=[CH:3][C:2]([F:1])=[CH:7][CH:6]=2)=[CH:17][CH:18]=1)=[O:23])([CH3:27])[CH3:26]. The yield is 0.580. (3) The catalyst is C1COCC1. The yield is 0.630. The product is [N:25]1[O:26][N:27]=[C:23]2[CH:22]=[C:21]([C:19](=[O:20])[C:7]#[C:6][C:4]([CH3:8])([O:3][Si:2]([CH3:10])([CH3:9])[CH3:1])[CH3:5])[CH:29]=[CH:28][C:24]=12. The reactants are [CH3:1][Si:2]([CH3:10])([CH3:9])[O:3][C:4]([CH3:8])([C:6]#[CH:7])[CH3:5].[Li]CCCC.CON(C)[C:19]([C:21]1[CH:29]=[CH:28][C:24]2=[N:25][O:26][N:27]=[C:23]2[CH:22]=1)=[O:20]. (4) The reactants are [F:1][C:2]1[CH:7]=[CH:6][C:5](/[CH:8]=[C:9](\[C:13]2[CH:18]=[CH:17][C:16]([O:19][CH:20]([CH3:22])[CH3:21])=[CH:15][CH:14]=2)/[C:10](O)=[O:11])=[CH:4][C:3]=1[O:23][CH3:24].P([N:41]=[N+:42]=[N-:43])(OC1C=CC=CC=1)(OC1C=CC=CC=1)=O.CCN(CC)CC. The catalyst is C1C=CC=CC=1. The product is [F:1][C:2]1[CH:7]=[CH:6][C:5](/[CH:8]=[C:9](\[C:13]2[CH:18]=[CH:17][C:16]([O:19][CH:20]([CH3:22])[CH3:21])=[CH:15][CH:14]=2)/[C:10]([N:41]=[N+:42]=[N-:43])=[O:11])=[CH:4][C:3]=1[O:23][CH3:24]. The yield is 0.490. (5) The catalyst is C(O)C(F)(F)F.FC(F)(F)C(O)C(F)(F)F. The reactants are [N+:1]([C:4]1[CH:11]=[CH:10][CH:9]=[C:8]([O:12][CH2:13][CH2:14][N:15]2[CH2:19][CH2:18][CH2:17][C:16]2=[O:20])[C:5]=1[C:6]#[N:7])([O-])=O. The product is [NH2:1][C:4]1[CH:11]=[CH:10][CH:9]=[C:8]([O:12][CH2:13][CH2:14][N:15]2[CH2:19][CH2:18][CH2:17][C:16]2=[O:20])[C:5]=1[C:6]#[N:7]. The yield is 1.00. (6) The reactants are [Br:1][C:2]1[CH:7]=[CH:6][CH:5]=[CH:4][C:3]=1[NH:8][C:9]1[CH:14]=[CH:13][CH:12]=[CH:11][C:10]=1[Br:15].I[C:17]1[CH:18]=[C:19]([C:23]2[C:28]3[S:29][C:30]4[CH:35]=[CH:34][CH:33]=[CH:32][C:31]=4[C:27]=3[CH:26]=[CH:25][CH:24]=2)[CH:20]=[CH:21][CH:22]=1.C([O-])([O-])=O.[K+].[K+]. The catalyst is [Cu].C(Cl)Cl. The product is [Br:1][C:2]1[CH:7]=[CH:6][CH:5]=[CH:4][C:3]=1[N:8]([C:9]1[CH:14]=[CH:13][CH:12]=[CH:11][C:10]=1[Br:15])[C:21]1[CH:22]=[CH:17][CH:18]=[C:19]([C:23]2[C:28]3[S:29][C:30]4[CH:35]=[CH:34][CH:33]=[CH:32][C:31]=4[C:27]=3[CH:26]=[CH:25][CH:24]=2)[CH:20]=1. The yield is 0.469. (7) The reactants are C1(P(C2C=CC=CC=2)C2C=CC=CC=2)C=CC=CC=1.[F:20][C:21]1[CH:26]=[C:25]([F:27])[CH:24]=[CH:23][C:22]=1[NH:28][C:29](=[O:35])[C:30]([O:32][CH2:33][CH3:34])=O.[C:36]([O:44][CH3:45])(=[O:43])[C:37]#[C:38][C:39]([O:41][CH3:42])=[O:40]. The catalyst is C(Cl)CCl. The product is [F:20][C:21]1[CH:26]=[C:25]([F:27])[CH:24]=[CH:23][C:22]=1[N:28]1[C:29](=[O:35])[C:30]([O:32][CH2:33][CH3:34])=[C:38]([C:39]([O:41][CH3:42])=[O:40])[CH:37]1[C:36]([O:44][CH3:45])=[O:43]. The yield is 0.790.